From a dataset of Forward reaction prediction with 1.9M reactions from USPTO patents (1976-2016). Predict the product of the given reaction. (1) Given the reactants [CH3:1][CH:2]([CH3:22])[CH2:3][N:4]([CH2:11][C:12]1[CH:17]=[CH:16][CH:15]=[CH:14][C:13]=1[C:18]([F:21])([F:20])[F:19])[CH:5]1[CH2:10][CH2:9][NH:8][CH2:7][CH2:6]1.[C:23]([OH:32])(=[O:31])[C@@H:24]([C@H:26]([C:28]([OH:30])=[O:29])[OH:27])[OH:25], predict the reaction product. The product is: [C:28]([C@@H:26]([C@H:24]([C:23]([OH:32])=[O:31])[OH:25])[OH:27])([OH:30])=[O:29].[CH3:1][CH:2]([CH3:22])[CH2:3][N:4]([CH2:11][C:12]1[CH:17]=[CH:16][CH:15]=[CH:14][C:13]=1[C:18]([F:21])([F:19])[F:20])[CH:5]1[CH2:10][CH2:9][NH:8][CH2:7][CH2:6]1. (2) Given the reactants [CH3:1][O:2][C:3]1[CH:8]=[C:7]([CH:9]2[CH2:14][CH2:13][N:12]([CH3:15])[CH2:11][CH2:10]2)[CH:6]=[CH:5][C:4]=1[NH:16][C:17](=[O:19])[CH3:18].[N+:20]([O-])([OH:22])=[O:21].C([O-])(O)=O.[Na+], predict the reaction product. The product is: [CH3:1][O:2][C:3]1[CH:8]=[C:7]([CH:9]2[CH2:14][CH2:13][N:12]([CH3:15])[CH2:11][CH2:10]2)[C:6]([N+:20]([O-:22])=[O:21])=[CH:5][C:4]=1[NH:16][C:17](=[O:19])[CH3:18]. (3) Given the reactants Br[C:2]1[CH:3]=[C:4]([N:8]2[C:16]3[CH:15]=[C:14]([Cl:17])[N:13]=[CH:12][C:11]=3[C:10]([C:18]([O:20][CH3:21])=[O:19])=[N:9]2)[CH:5]=[CH:6][CH:7]=1.[C:22]([C@:24]1([OH:31])[CH2:28][CH2:27][N:26]([CH3:29])[C:25]1=[O:30])#[CH:23], predict the reaction product. The product is: [Cl:17][C:14]1[N:13]=[CH:12][C:11]2[C:10]([C:18]([O:20][CH3:21])=[O:19])=[N:9][N:8]([C:4]3[CH:5]=[CH:6][CH:7]=[C:2]([C:23]#[C:22][C@:24]4([OH:31])[CH2:28][CH2:27][N:26]([CH3:29])[C:25]4=[O:30])[CH:3]=3)[C:16]=2[CH:15]=1.